Dataset: Catalyst prediction with 721,799 reactions and 888 catalyst types from USPTO. Task: Predict which catalyst facilitates the given reaction. Reactant: C(O)C.[Br:4][C:5]1[C:14]2[C:9](=[CH:10][CH:11]=[CH:12][CH:13]=2)[C:8]([CH:15]=O)=[CH:7][CH:6]=1.Cl.[NH2:18][OH:19].C([O-])(=O)C.[Na+]. Product: [Br:4][C:5]1[C:14]2[C:9](=[CH:10][CH:11]=[CH:12][CH:13]=2)[C:8](/[CH:15]=[N:18]/[OH:19])=[CH:7][CH:6]=1. The catalyst class is: 6.